This data is from Catalyst prediction with 721,799 reactions and 888 catalyst types from USPTO. The task is: Predict which catalyst facilitates the given reaction. (1) Reactant: [F:1][C:2]([F:12])([F:11])[C:3]1[CH:10]=[CH:9][CH:8]=[CH:7][C:4]=1[CH2:5][OH:6].[C:13](C1NC=CN=1)(C1NC=CN=1)=[O:14].[Br:25][C:26]1[CH:27]=[CH:28][CH:29]=[C:30]2[C:39]=1[C:33]1([CH2:38][CH2:37][NH:36][CH2:35][CH2:34]1)[CH2:32][C:31]2=[O:40]. Product: [Br:25][C:26]1[CH:27]=[CH:28][CH:29]=[C:30]2[C:39]=1[C:33]1([CH2:34][CH2:35][N:36]([C:13]([O:6][CH2:5][C:4]3[CH:7]=[CH:8][CH:9]=[CH:10][C:3]=3[C:2]([F:11])([F:12])[F:1])=[O:14])[CH2:37][CH2:38]1)[CH2:32][C:31]2=[O:40]. The catalyst class is: 2. (2) Reactant: [CH3:1][O:2][C:3]1[CH:4]=[C:5]([C:11]2[CH2:16][C:15]([CH3:18])([CH3:17])[C:14](=[O:19])[N:13]([CH:20]3[CH2:25][CH2:24][N:23]([C:26](=[O:44])[C@H:27]([NH:36]C(=O)OC(C)(C)C)[CH2:28][C:29]4[CH:34]=[CH:33][C:32]([F:35])=[CH:31][CH:30]=4)[CH2:22][CH2:21]3)[N:12]=2)[CH:6]=[CH:7][C:8]=1[O:9][CH3:10]. Product: [NH2:36][C@H:27]([CH2:28][C:29]1[CH:30]=[CH:31][C:32]([F:35])=[CH:33][CH:34]=1)[C:26]([N:23]1[CH2:22][CH2:21][CH:20]([N:13]2[C:14](=[O:19])[C:15]([CH3:18])([CH3:17])[CH2:16][C:11]([C:5]3[CH:6]=[CH:7][C:8]([O:9][CH3:10])=[C:3]([O:2][CH3:1])[CH:4]=3)=[N:12]2)[CH2:25][CH2:24]1)=[O:44]. The catalyst class is: 89. (3) Reactant: [O:1]1[CH2:6][CH2:5][CH2:4]/[C:3](=[CH:7]/[C:8]([O:10][CH2:11][CH3:12])=[O:9])/[CH2:2]1.[NH3:13]. Product: [NH2:13][C:3]1([CH2:7][C:8]([O:10][CH2:11][CH3:12])=[O:9])[CH2:4][CH2:5][CH2:6][O:1][CH2:2]1. The catalyst class is: 169. (4) Product: [C:28]([C:23]1[CH:24]=[CH:25][CH:26]=[CH:27][C:22]=1[C:19]1[CH:20]=[CH:21][C:16]([CH2:15][CH:3]([C:2](=[O:1])[CH2:8][CH2:9][CH2:10][CH3:11])[C:4]([O:6][CH3:7])=[O:5])=[CH:17][C:18]=1[F:30])#[N:29]. The catalyst class is: 7. Reactant: [O:1]=[C:2]([CH2:8][CH2:9][CH2:10][CH3:11])[CH2:3][C:4]([O:6][CH3:7])=[O:5].[H-].[Na+].Br[CH2:15][C:16]1[CH:21]=[CH:20][C:19]([C:22]2[C:23]([C:28]#[N:29])=[CH:24][CH:25]=[CH:26][CH:27]=2)=[C:18]([F:30])[CH:17]=1.